Dataset: Forward reaction prediction with 1.9M reactions from USPTO patents (1976-2016). Task: Predict the product of the given reaction. (1) Given the reactants [OH:1][CH:2]([CH3:9])[C:3]([O:5][CH2:6][CH:7]=[CH2:8])=[O:4].[CH:10](O)=[O:11].CNC1(NC)C=CN=CC1.C1(N=C=NC2CCCCC2)CCCCC1, predict the reaction product. The product is: [CH:10]([O:1][CH:2]([CH3:9])[C:3]([O:5][CH2:6][CH:7]=[CH2:8])=[O:4])=[O:11]. (2) Given the reactants [O:1]=[C:2]1[CH2:6][CH2:5][N:4]([C:7]([O:9][C:10]([CH3:13])([CH3:12])[CH3:11])=[O:8])[CH2:3]1.[CH3:14][Mg]Br, predict the reaction product. The product is: [OH:1][C:2]1([CH3:14])[CH2:6][CH2:5][N:4]([C:7]([O:9][C:10]([CH3:13])([CH3:12])[CH3:11])=[O:8])[CH2:3]1. (3) Given the reactants [CH3:1][O:2][C:3]1[CH:12]=[CH:11][C:6]2[C:7](=[O:10])[CH2:8][O:9][C:5]=2[C:4]=1[C:13]#[C:14][CH2:15][CH2:16][CH:17]1[CH2:22][CH2:21][N:20]([C:23]([O:25][C:26]([CH3:29])([CH3:28])[CH3:27])=[O:24])[CH2:19][CH2:18]1.[NH:30]1[C:38]2[C:33](=[CH:34][CH:35]=[CH:36][CH:37]=2)[C:32]([CH:39]=O)=[N:31]1, predict the reaction product. The product is: [NH:30]1[C:38]2[C:33](=[CH:34][CH:35]=[CH:36][CH:37]=2)[C:32](/[CH:39]=[C:8]2\[O:9][C:5]3[C:4]([C:13]#[C:14][CH2:15][CH2:16][CH:17]4[CH2:18][CH2:19][N:20]([C:23]([O:25][C:26]([CH3:29])([CH3:28])[CH3:27])=[O:24])[CH2:21][CH2:22]4)=[C:3]([O:2][CH3:1])[CH:12]=[CH:11][C:6]=3[C:7]\2=[O:10])=[N:31]1.